Dataset: Full USPTO retrosynthesis dataset with 1.9M reactions from patents (1976-2016). Task: Predict the reactants needed to synthesize the given product. Given the product [CH3:1][O:2][C:3]1[CH:4]=[CH:5][C:6]2[S:9][CH2:10][CH2:11][N:12]([C:13]([O:14][CH3:15])=[O:16])[CH2:19][C:7]=2[CH:8]=1, predict the reactants needed to synthesize it. The reactants are: [CH3:1][O:2][C:3]1[CH:8]=[CH:7][C:6]([S:9][CH2:10][CH2:11][NH:12][C:13](=[O:16])[O:14][CH3:15])=[CH:5][CH:4]=1.C=O.[C:19]1(C)C=CC(S(O)(=O)=O)=CC=1.